From a dataset of Full USPTO retrosynthesis dataset with 1.9M reactions from patents (1976-2016). Predict the reactants needed to synthesize the given product. (1) Given the product [CH2:32]([N:39]([CH2:27][C:26]1[CH:29]=[CH:30][CH:31]=[C:24]([C:20]2[CH:19]=[C:18]3[C:23](=[CH:22][CH:21]=2)[NH:15][CH:16]=[CH:17]3)[CH:25]=1)[CH2:40][CH2:41][N:42]([CH3:44])[CH3:43])[C:33]1[CH:38]=[CH:37][CH:36]=[CH:35][CH:34]=1, predict the reactants needed to synthesize it. The reactants are: C(O[BH-](OC(=O)C)OC(=O)C)(=O)C.[Na+].[NH:15]1[C:23]2[C:18](=[CH:19][C:20]([C:24]3[CH:25]=[C:26]([CH:29]=[CH:30][CH:31]=3)[CH:27]=O)=[CH:21][CH:22]=2)[CH:17]=[CH:16]1.[CH2:32]([NH:39][CH2:40][CH2:41][N:42]([CH3:44])[CH3:43])[C:33]1[CH:38]=[CH:37][CH:36]=[CH:35][CH:34]=1.C(O)(=O)C.C(=O)(O)[O-].[Na+]. (2) Given the product [F:1][C:2]1[C:3]([OH:14])=[C:4]([CH:5]=[C:6]([N+:8]([O-:10])=[O:9])[CH:7]=1)[CH2:11][N:12]([CH3:13])[C:32](=[O:34])[O:31][CH2:24][C:25]1[CH:26]=[CH:27][CH:28]=[CH:29][CH:30]=1, predict the reactants needed to synthesize it. The reactants are: [F:1][C:2]1[CH:7]=[C:6]([N+:8]([O-:10])=[O:9])[CH:5]=[C:4]([CH2:11][NH:12][CH3:13])[C:3]=1[OH:14].CCN(C(C)C)C(C)C.[CH2:24]([O:31][C:32]([O:34]N1C(=O)CCC1=O)=O)[C:25]1[CH:30]=[CH:29][CH:28]=[CH:27][CH:26]=1. (3) Given the product [CH3:13][C:12]1([CH3:14])[C@@:10]2([CH2:15][C@@H:16]([CH2:17][OH:18])[NH:8][CH2:9]2)[CH2:11]1, predict the reactants needed to synthesize it. The reactants are: C([N:8]1[C@H:16]([CH2:17][OH:18])[CH2:15][C@@:10]2([C:12]([CH3:14])([CH3:13])[CH2:11]2)[CH2:9]1)C1C=CC=CC=1. (4) Given the product [N+:1]([C:4]1[CH:5]=[C:6]2[C:10](=[CH:11][CH:12]=1)[N:9]([C:14]1[CH:15]=[C:16]([CH:22]=[CH:23][CH:24]=1)[C:17]([O:19][CH2:20][CH3:21])=[O:18])[CH:8]=[CH:7]2)([O-:3])=[O:2], predict the reactants needed to synthesize it. The reactants are: [N+:1]([C:4]1[CH:5]=[C:6]2[C:10](=[CH:11][CH:12]=1)[NH:9][CH:8]=[CH:7]2)([O-:3])=[O:2].I[C:14]1[CH:15]=[C:16]([CH:22]=[CH:23][CH:24]=1)[C:17]([O:19][CH2:20][CH3:21])=[O:18].C(=O)([O-])[O-].[K+].[K+].C1(C)C=CC=CC=1. (5) Given the product [CH:10]1([N:1]2[CH:5]=[CH:4][C:3]([C:6]([O:8][CH3:9])=[O:7])=[CH:2]2)[CH2:12][CH2:11]1, predict the reactants needed to synthesize it. The reactants are: [NH:1]1[CH:5]=[CH:4][C:3]([C:6]([O:8][CH3:9])=[O:7])=[CH:2]1.[CH:10]1(B(O)O)[CH2:12][CH2:11]1.N1C=CC=CC=1C1C=CC=CN=1.C(=O)([O-])[O-].[Na+].[Na+]. (6) Given the product [Cl:1][CH2:2][C:3]1[CH:4]=[C:5]([CH:9]=[CH:10][CH:11]=1)[C:6]([N:12]1[CH2:17][CH2:16][CH2:15][CH2:14][CH2:13]1)=[O:7], predict the reactants needed to synthesize it. The reactants are: [Cl:1][CH2:2][C:3]1[CH:4]=[C:5]([CH:9]=[CH:10][CH:11]=1)[C:6](Cl)=[O:7].[NH:12]1[CH2:17][CH2:16][CH2:15][CH2:14][CH2:13]1.O. (7) Given the product [ClH:25].[ClH:25].[NH2:17][C:9]([C:6]1[CH:7]=[CH:8][C:3]([C:1]#[N:2])=[C:4]([F:24])[CH:5]=1)([C:11]1[CH:12]=[N:13][CH:14]=[CH:15][CH:16]=1)[CH3:10], predict the reactants needed to synthesize it. The reactants are: [C:1]([C:3]1[CH:8]=[CH:7][C:6]([C:9]([NH:17]S(CC(C)C)=O)([C:11]2[CH:12]=[N:13][CH:14]=[CH:15][CH:16]=2)[CH3:10])=[CH:5][C:4]=1[F:24])#[N:2].[ClH:25].O1CCOCC1. (8) Given the product [CH3:16][O:10][C:9]([C:5]1[C:4]([N+:1]([O-:3])=[O:2])=[CH:8][NH:7][N:6]=1)=[O:11], predict the reactants needed to synthesize it. The reactants are: [N+:1]([C:4]1[C:5]([C:9]([OH:11])=[O:10])=[N:6][NH:7][CH:8]=1)([O-:3])=[O:2].S(Cl)(Cl)=O.[CH3:16]O.